From a dataset of Forward reaction prediction with 1.9M reactions from USPTO patents (1976-2016). Predict the product of the given reaction. Given the reactants [CH3:1][C:2]1[CH:7]=[CH:6][C:5]([O:8][C:9]2[CH:14]=[CH:13][CH:12]=[CH:11][CH:10]=2)=[CH:4][N:3]=1.S([O-])([O-])=[O:16].[Na+].[Na+], predict the reaction product. The product is: [CH3:1][C:2]1[CH:7]=[CH:6][C:5]([O:8][C:9]2[CH:10]=[CH:11][CH:12]=[CH:13][CH:14]=2)=[CH:4][N+:3]=1[O-:16].